This data is from Catalyst prediction with 721,799 reactions and 888 catalyst types from USPTO. The task is: Predict which catalyst facilitates the given reaction. (1) Reactant: [Na].[CH3:2][C:3]1[CH:4]=[C:5]2[C:9](=[CH:10][CH:11]=1)[NH:8][C:7]1[CH2:12][CH:13]3[N:18]([CH3:19])[CH:17]([C:6]2=1)[CH2:16][CH2:15][CH2:14]3.[CH3:20][C:21]1[CH:26]=[CH:25][C:24]([CH:27]=[CH2:28])=[CH:23][N:22]=1.C1(C=CC(O)=CC=1)O. Product: [CH3:2][C:3]1[CH:4]=[C:5]2[C:9](=[CH:10][CH:11]=1)[N:8]([CH2:28][CH2:27][C:24]1[CH:23]=[N:22][C:21]([CH3:20])=[CH:26][CH:25]=1)[C:7]1[CH2:12][CH:13]3[N:18]([CH3:19])[CH:17]([C:6]2=1)[CH2:16][CH2:15][CH2:14]3. The catalyst class is: 58. (2) Reactant: [N+](C1C=CC([C:10]2[CH:22]=[C:21]([C:23]([O-:25])=O)[C:20]3[C:19]4[C:14](=[CH:15][CH:16]=[C:17]([Cl:26])[CH:18]=4)[N:13]([CH3:27])[C:12]=3[C:11]=2[O:28][CH3:29])=CC=1)([O-])=O.[Cl:30][C:31]1[CH:32]=[N:33][CH:34]=[C:35]([Cl:38])[C:36]=1[NH2:37].[H-].[Na+]. Product: [Cl:30][C:31]1[CH:32]=[N:33][CH:34]=[C:35]([Cl:38])[C:36]=1[NH:37][C:23]([C:21]1[C:20]2[C:19]3[C:14](=[CH:15][CH:16]=[C:17]([Cl:26])[CH:18]=3)[N:13]([CH3:27])[C:12]=2[C:11]([O:28][CH3:29])=[CH:10][CH:22]=1)=[O:25]. The catalyst class is: 3. (3) Product: [CH:5]1[C:10]([C:11]([OH:13])=[O:12])=[CH:9][C:8]([C:14]2[C:15]3[CH:16]=[CH:17][C:18]([OH:19])=[CH:20][C:21]=3[O:22][C:23]3[C:24]=2[CH:25]=[CH:26][C:27]([CH:28]=3)=[O:29])=[C:7]([C:30]([OH:32])=[O:31])[CH:6]=1.[C:1]([NH2:4])(=[O:12])[C:2]#[CH:3]. The catalyst class is: 634. Reactant: [CH2:1]([NH2:4])[C:2]#[CH:3].[CH:5]1[C:10]([C:11]([OH:13])=[O:12])=[CH:9][C:8]([C:14]2[C:24]3[CH:25]=[CH:26][C:27]([OH:29])=[CH:28][C:23]=3[O:22][C:21]3[C:15]=2[CH:16]=[CH:17][C:18]([CH:20]=3)=[O:19])=[C:7]([C:30]([OH:32])=[O:31])[CH:6]=1.